Dataset: Catalyst prediction with 721,799 reactions and 888 catalyst types from USPTO. Task: Predict which catalyst facilitates the given reaction. Reactant: COC1C=CC([C:9]2[S:13][C:12]3[CH:14]=[CH:15][CH:16]=[C:17](OC)[C:11]=3[CH:10]=2)=CC=1.COC1C=C(C=C(OC)C=1OC)C(Cl)=O.[Al+3].[Cl-].[Cl-].[Cl-].O. Product: [S:13]1[CH:9]=[CH:10][C:11]2[CH:17]=[CH:16][CH:15]=[CH:14][C:12]1=2. The catalyst class is: 91.